Dataset: Full USPTO retrosynthesis dataset with 1.9M reactions from patents (1976-2016). Task: Predict the reactants needed to synthesize the given product. (1) The reactants are: Cl[C:2](=[O:27])[C:3]([NH:5][C:6]1[C:10]2[CH:11]=[N:12][C:13]3[CH:14]=[C:15]([O:21][CH3:22])[C:16]([O:19][CH3:20])=[CH:17][C:18]=3[C:9]=2[S:8][C:7]=1[C:23]([O:25][CH3:26])=[O:24])=[O:4].[NH:28]1[CH2:33][CH2:32][O:31][CH2:30][CH2:29]1.CCN(CC)CC. Given the product [CH3:22][O:21][C:15]1[C:16]([O:19][CH3:20])=[CH:17][C:18]2[C:9]3[S:8][C:7]([C:23]([O:25][CH3:26])=[O:24])=[C:6]([NH:5][C:3](=[O:4])[C:2]([N:28]4[CH2:33][CH2:32][O:31][CH2:30][CH2:29]4)=[O:27])[C:10]=3[CH:11]=[N:12][C:13]=2[CH:14]=1, predict the reactants needed to synthesize it. (2) Given the product [C:1]([O:5][C:6]([NH:8][CH2:16]/[C:17](/[F:38])=[CH:18]\[CH2:19][O:20][Si:21]([C:34]([CH3:37])([CH3:36])[CH3:35])([C:22]1[CH:23]=[CH:24][CH:25]=[CH:26][CH:27]=1)[C:28]1[CH:33]=[CH:32][CH:31]=[CH:30][CH:29]=1)=[O:7])([CH3:4])([CH3:2])[CH3:3], predict the reactants needed to synthesize it. The reactants are: [C:1]([O:5][C:6]([N:8]([CH2:16]/[C:17](/[F:38])=[CH:18]\[CH2:19][O:20][Si:21]([C:34]([CH3:37])([CH3:36])[CH3:35])([C:28]1[CH:33]=[CH:32][CH:31]=[CH:30][CH:29]=1)[C:22]1[CH:27]=[CH:26][CH:25]=[CH:24][CH:23]=1)C(=O)C(OCC)=O)=[O:7])([CH3:4])([CH3:3])[CH3:2].[Li+].[OH-].